From a dataset of NCI-60 drug combinations with 297,098 pairs across 59 cell lines. Regression. Given two drug SMILES strings and cell line genomic features, predict the synergy score measuring deviation from expected non-interaction effect. (1) Drug 1: CCC1=CC2CC(C3=C(CN(C2)C1)C4=CC=CC=C4N3)(C5=C(C=C6C(=C5)C78CCN9C7C(C=CC9)(C(C(C8N6C)(C(=O)OC)O)OC(=O)C)CC)OC)C(=O)OC.C(C(C(=O)O)O)(C(=O)O)O. Drug 2: CC(C1=C(C=CC(=C1Cl)F)Cl)OC2=C(N=CC(=C2)C3=CN(N=C3)C4CCNCC4)N. Cell line: SW-620. Synergy scores: CSS=65.4, Synergy_ZIP=1.79, Synergy_Bliss=3.89, Synergy_Loewe=-5.98, Synergy_HSA=4.29. (2) Drug 1: CC1=C(C(=CC=C1)Cl)NC(=O)C2=CN=C(S2)NC3=CC(=NC(=N3)C)N4CCN(CC4)CCO. Drug 2: C1CN(CCN1C(=O)CCBr)C(=O)CCBr. Cell line: LOX IMVI. Synergy scores: CSS=71.0, Synergy_ZIP=-3.03, Synergy_Bliss=-4.85, Synergy_Loewe=-0.217, Synergy_HSA=0.459. (3) Drug 1: CC1=C(C=C(C=C1)NC2=NC=CC(=N2)N(C)C3=CC4=NN(C(=C4C=C3)C)C)S(=O)(=O)N.Cl. Drug 2: CC1=CC=C(C=C1)C2=CC(=NN2C3=CC=C(C=C3)S(=O)(=O)N)C(F)(F)F. Cell line: HL-60(TB). Synergy scores: CSS=-10.1, Synergy_ZIP=22.1, Synergy_Bliss=17.4, Synergy_Loewe=-2.50, Synergy_HSA=-4.95.